This data is from Reaction yield outcomes from USPTO patents with 853,638 reactions. The task is: Predict the reaction yield, written as a fraction of the theoretical maximum amount of product (1.0 means a 100% yield; for example, 0.34 means a 34% yield). (1) The reactants are [OH2:1].[NH2:2][C:3]1[CH:8]=[CH:7][C:6]([NH:9][C:10](=[O:16])/[CH:11]=[CH:12]\[C:13]([OH:15])=[O:14])=[CH:5][CH:4]=1.O.O.O.O.O.O.O.O.[OH-].[Ba+2:26].[OH-]. The catalyst is O. The product is [OH2:14].[OH2:1].[NH2:2][C:3]1[CH:4]=[CH:5][C:6]([NH:9][C:10](=[O:16])/[CH:11]=[CH:12]\[C:13]([O-:15])=[O:14])=[CH:7][CH:8]=1.[NH2:2][C:3]1[CH:4]=[CH:5][C:6]([NH:9][C:10](=[O:16])/[CH:11]=[CH:12]\[C:13]([O-:15])=[O:14])=[CH:7][CH:8]=1.[Ba+2:26]. The yield is 0.983. (2) The reactants are Cl[C:2]1[C:11]([O:12][C@H:13]2[CH2:17][N:16]([C:18](=[O:39])[C@H:19]([CH:34]3[CH2:38][CH2:37][CH2:36][CH2:35]3)[NH:20][C:21]([O:23][C@@H:24]3[CH2:28][CH2:27][CH2:26][C@H:25]3[CH2:29][CH2:30][CH2:31][CH:32]=[CH2:33])=[O:22])[C@H:15]([C:40]([O:42][CH3:43])=[O:41])[CH2:14]2)=[CH:10][C:9]2[C:4](=[CH:5][CH:6]=[CH:7][CH:8]=2)[N:3]=1.[CH:44]([B-](F)(F)F)=[CH2:45].[K+].C(Cl)Cl. The catalyst is CCO.O.CCOC(C)=O. The product is [CH:34]1([C@H:19]([NH:20][C:21]([O:23][C@@H:24]2[CH2:28][CH2:27][CH2:26][C@H:25]2[CH2:29][CH2:30][CH2:31][CH:32]=[CH2:33])=[O:22])[C:18]([N:16]2[CH2:17][C@H:13]([O:12][C:11]3[C:2]([CH:44]=[CH2:45])=[N:3][C:4]4[C:9]([CH:10]=3)=[CH:8][CH:7]=[CH:6][CH:5]=4)[CH2:14][C@H:15]2[C:40]([O:42][CH3:43])=[O:41])=[O:39])[CH2:38][CH2:37][CH2:36][CH2:35]1. The yield is 0.740. (3) The reactants are C[O:2][C:3](=[O:22])[CH2:4][C:5]1[CH:10]=[CH:9][C:8]([O:11][CH2:12][CH2:13][CH:14]([O:16]S(C)(=O)=O)[CH3:15])=[C:7]([CH3:21])[CH:6]=1.[Cl:23][C:24]1[CH:29]=[CH:28][C:27](O)=[C:26]([O:31][C:32]2[CH:37]=[CH:36][C:35]([F:38])=[CH:34][CH:33]=2)[CH:25]=1. No catalyst specified. The product is [Cl:23][C:24]1[CH:29]=[CH:28][C:27]([O:16][C@H:14]([CH3:15])[CH2:13][CH2:12][O:11][C:8]2[CH:9]=[CH:10][C:5]([CH2:4][C:3]([OH:2])=[O:22])=[CH:6][C:7]=2[CH3:21])=[C:26]([O:31][C:32]2[CH:37]=[CH:36][C:35]([F:38])=[CH:34][CH:33]=2)[CH:25]=1. The yield is 0.560. (4) The reactants are C([O:3][C:4]([C:6]1[N:7]=[CH:8][N:9]2[C:14]([C:15]([F:18])([F:17])[F:16])=[CH:13][C:12]([C:19]3[CH:24]=[CH:23][C:22]([C:25]([F:28])([F:27])[F:26])=[CH:21][CH:20]=3)=[N:11][C:10]=12)=[O:5])C.[OH-].[K+].O. The catalyst is C(O)(=O)C. The product is [F:17][C:15]([F:16])([F:18])[C:14]1[N:9]2[CH:8]=[N:7][C:6]([C:4]([OH:5])=[O:3])=[C:10]2[N:11]=[C:12]([C:19]2[CH:20]=[CH:21][C:22]([C:25]([F:28])([F:27])[F:26])=[CH:23][CH:24]=2)[CH:13]=1. The yield is 0.370.